From a dataset of Full USPTO retrosynthesis dataset with 1.9M reactions from patents (1976-2016). Predict the reactants needed to synthesize the given product. (1) Given the product [Cl:1][C:2]1[N:3]=[C:4]([NH:22][CH:23]2[CH2:25][CH2:24]2)[C:5]2[C:10]([C:32](=[O:33])[CH3:31])=[CH:9][N:8]([S:12]([C:15]3[CH:21]=[CH:20][C:18]([CH3:19])=[CH:17][CH:16]=3)(=[O:14])=[O:13])[C:6]=2[N:7]=1, predict the reactants needed to synthesize it. The reactants are: [Cl:1][C:2]1[N:3]=[C:4]([NH:22][CH:23]2[CH2:25][CH2:24]2)[C:5]2[C:10](I)=[CH:9][N:8]([S:12]([C:15]3[CH:21]=[CH:20][C:18]([CH3:19])=[CH:17][CH:16]=3)(=[O:14])=[O:13])[C:6]=2[N:7]=1.C([Sn](CCCC)(CCCC)[CH:31]=[CH:32][O:33]CC)CCC.O.CCOC(C)=O. (2) Given the product [CH2:1]([O:8][C:9]1[CH:10]=[C:11]2[C:16](=[CH:17][CH:18]=1)[N:15]=[CH:14][C:13]([NH2:19])=[C:12]2[NH:22][CH3:23])[C:2]1[CH:3]=[CH:4][CH:5]=[CH:6][CH:7]=1, predict the reactants needed to synthesize it. The reactants are: [CH2:1]([O:8][C:9]1[CH:10]=[C:11]2[C:16](=[CH:17][CH:18]=1)[N:15]=[CH:14][C:13]([N+:19]([O-])=O)=[C:12]2[NH:22][CH3:23])[C:2]1[CH:7]=[CH:6][CH:5]=[CH:4][CH:3]=1.C(OC1C=C2C(C(NCCOC3C=CC=CC=3)=C([N+]([O-])=O)C=N2)=CC=1)C1C=CC=CC=1. (3) Given the product [NH2:1][C:2]1[N:7]=[C:6]([Cl:8])[C:5]2[CH:9]=[C:13]([C:12]([O:16][CH3:17])=[O:15])[S:14][C:4]=2[N:3]=1, predict the reactants needed to synthesize it. The reactants are: [NH2:1][C:2]1[N:7]=[C:6]([Cl:8])[C:5]([CH:9]=O)=[C:4](Cl)[N:3]=1.[C:12]([O:16][CH3:17])(=[O:15])[CH2:13][SH:14].C(=O)([O-])[O-].[K+].[K+].